Dataset: NCI-60 drug combinations with 297,098 pairs across 59 cell lines. Task: Regression. Given two drug SMILES strings and cell line genomic features, predict the synergy score measuring deviation from expected non-interaction effect. (1) Drug 1: C1=NC(=NC(=O)N1C2C(C(C(O2)CO)O)O)N. Drug 2: CC1CCCC2(C(O2)CC(NC(=O)CC(C(C(=O)C(C1O)C)(C)C)O)C(=CC3=CSC(=N3)C)C)C. Cell line: T-47D. Synergy scores: CSS=25.6, Synergy_ZIP=-0.744, Synergy_Bliss=-3.83, Synergy_Loewe=-24.0, Synergy_HSA=-5.33. (2) Drug 1: CC1C(C(CC(O1)OC2CC(CC3=C2C(=C4C(=C3O)C(=O)C5=C(C4=O)C(=CC=C5)OC)O)(C(=O)C)O)N)O.Cl. Drug 2: CCC1(CC2CC(C3=C(CCN(C2)C1)C4=CC=CC=C4N3)(C5=C(C=C6C(=C5)C78CCN9C7C(C=CC9)(C(C(C8N6C=O)(C(=O)OC)O)OC(=O)C)CC)OC)C(=O)OC)O.OS(=O)(=O)O. Cell line: HS 578T. Synergy scores: CSS=37.8, Synergy_ZIP=-3.36, Synergy_Bliss=-0.840, Synergy_Loewe=-5.38, Synergy_HSA=-1.13. (3) Drug 2: CCCCCOC(=O)NC1=NC(=O)N(C=C1F)C2C(C(C(O2)C)O)O. Drug 1: CC1=CC=C(C=C1)C2=CC(=NN2C3=CC=C(C=C3)S(=O)(=O)N)C(F)(F)F. Cell line: ACHN. Synergy scores: CSS=-1.05, Synergy_ZIP=-0.338, Synergy_Bliss=-2.56, Synergy_Loewe=-6.00, Synergy_HSA=-2.99. (4) Cell line: A498. Drug 1: CN1C2=C(C=C(C=C2)N(CCCl)CCCl)N=C1CCCC(=O)O.Cl. Synergy scores: CSS=2.01, Synergy_ZIP=0.0868, Synergy_Bliss=0.850, Synergy_Loewe=0.817, Synergy_HSA=0.0952. Drug 2: CC(C)CN1C=NC2=C1C3=CC=CC=C3N=C2N. (5) Drug 1: CC1=C(N=C(N=C1N)C(CC(=O)N)NCC(C(=O)N)N)C(=O)NC(C(C2=CN=CN2)OC3C(C(C(C(O3)CO)O)O)OC4C(C(C(C(O4)CO)O)OC(=O)N)O)C(=O)NC(C)C(C(C)C(=O)NC(C(C)O)C(=O)NCCC5=NC(=CS5)C6=NC(=CS6)C(=O)NCCC[S+](C)C)O. Drug 2: C1CC(=O)NC(=O)C1N2C(=O)C3=CC=CC=C3C2=O. Cell line: NCI-H522. Synergy scores: CSS=26.8, Synergy_ZIP=1.39, Synergy_Bliss=1.25, Synergy_Loewe=-10.3, Synergy_HSA=1.64.